From a dataset of Reaction yield outcomes from USPTO patents with 853,638 reactions. Predict the reaction yield, written as a fraction of the theoretical maximum amount of product (1.0 means a 100% yield; for example, 0.34 means a 34% yield). (1) The reactants are [CH2:1]([C:3]1[NH:4][C:5](=[O:10])[CH:6]=[C:7]([CH3:9])[N:8]=1)[CH3:2].Br[CH2:12][CH2:13][O:14][C:15]1[CH:20]=[CH:19][C:18]([N+:21]([O-:23])=[O:22])=[CH:17][CH:16]=1.[Li+].[Br-].[H-].[Na+]. No catalyst specified. The product is [CH2:1]([C:3]1[N:4]([CH2:12][CH2:13][O:14][C:15]2[CH:16]=[CH:17][C:18]([N+:21]([O-:23])=[O:22])=[CH:19][CH:20]=2)[C:5](=[O:10])[CH:6]=[C:7]([CH3:9])[N:8]=1)[CH3:2]. The yield is 0.250. (2) The catalyst is CCO. The yield is 0.830. The reactants are [CH3:1][CH:2]([N:4]1[C:12](/[CH:13]=[CH:14]/[C@H:15]([OH:24])[CH2:16][C@H:17]([OH:23])[CH2:18][C:19]([O:21]C)=[O:20])=[C:11]([C:25]2[CH:30]=[CH:29][C:28]([F:31])=[CH:27][CH:26]=2)[C:10]2[C:5]1=[CH:6][CH:7]=[CH:8][CH:9]=2)[CH3:3].[OH-].[Na+:33].C(#N)C. The product is [CH3:3][CH:2]([N:4]1[C:12](/[CH:13]=[CH:14]/[CH:15]([OH:24])[CH2:16][CH:17]([OH:23])[CH2:18][C:19]([O-:21])=[O:20])=[C:11]([C:25]2[CH:26]=[CH:27][C:28]([F:31])=[CH:29][CH:30]=2)[C:10]2[CH:9]=[CH:8][CH:7]=[CH:6][C:5]1=2)[CH3:1].[Na+:33]. (3) The reactants are [Br:1][C:2]1[CH:7]=[C:6]([CH2:8]Br)[C:5]([F:10])=[CH:4][C:3]=1[F:11].[N-:12]=[N+:13]=[N-:14].[Na+].O. The catalyst is CN(C)C=O. The product is [N:12]([CH2:8][C:6]1[CH:7]=[C:2]([Br:1])[C:3]([F:11])=[CH:4][C:5]=1[F:10])=[N+:13]=[N-:14]. The yield is 0.980.